From a dataset of Reaction yield outcomes from USPTO patents with 853,638 reactions. Predict the reaction yield, written as a fraction of the theoretical maximum amount of product (1.0 means a 100% yield; for example, 0.34 means a 34% yield). (1) The reactants are [CH2:1]([N:4]1[CH2:13][CH2:12][C:11]2[C:6](=[CH:7][CH:8]=[C:9]([C:14]([OH:16])=O)[CH:10]=2)[CH2:5]1)[CH2:2][CH3:3].Cl.CN(C)CCCN=C=NCC.O.ON1C2C=CC=CC=2N=N1.C(N(CC)CC)C.[Cl:47][C:48]1[CH:49]=[C:50]([CH2:55][N:56]2[CH:60]=[C:59]([NH2:61])[CH:58]=[N:57]2)[CH:51]=[CH:52][C:53]=1[Cl:54]. The catalyst is C(Cl)Cl. The product is [ClH:47].[Cl:47][C:48]1[CH:49]=[C:50]([CH2:55][N:56]2[CH:60]=[C:59]([NH:61][C:14]([C:9]3[CH:10]=[C:11]4[C:6](=[CH:7][CH:8]=3)[CH2:5][N:4]([CH2:1][CH2:2][CH3:3])[CH2:13][CH2:12]4)=[O:16])[CH:58]=[N:57]2)[CH:51]=[CH:52][C:53]=1[Cl:54]. The yield is 0.380. (2) The reactants are [NH2:1][C:2]1[CH:7]=[CH:6][C:5]([C:8]2[N:9]([CH2:21][CH3:22])[C:10]3[C:15]([C:16]=2[C:17]#[N:18])=[CH:14][CH:13]=[C:12]([O:19][CH3:20])[CH:11]=3)=[CH:4][CH:3]=1.[Cl:23][CH2:24][CH2:25][N:26]=[C:27]=[O:28]. The catalyst is C1COCC1. The product is [Cl:23][CH2:24][CH2:25][NH:26][C:27]([NH:1][C:2]1[CH:3]=[CH:4][C:5]([C:8]2[N:9]([CH2:21][CH3:22])[C:10]3[C:15]([C:16]=2[C:17]#[N:18])=[CH:14][CH:13]=[C:12]([O:19][CH3:20])[CH:11]=3)=[CH:6][CH:7]=1)=[O:28]. The yield is 0.910. (3) The reactants are [CH3:1][C:2]1[C:6]2[CH:7]=[C:8]([CH3:15])[C:9]([NH:11][C:12](=[O:14])[CH3:13])=[CH:10][C:5]=2[O:4][N:3]=1.[Li+].CC([N-]C(C)C)C.Cl[CH2:25][C:26]1[S:27][C:28]2[CH:37]=[C:36]([C:38]([F:41])([F:40])[F:39])[CH:35]=[CH:34][C:29]=2[C:30]=1[CH:31]([CH3:33])[CH3:32].[Cl-].[NH4+]. The catalyst is C1COCC1.C(OCC)(=O)C. The product is [CH:31]([C:30]1[C:29]2[CH:34]=[CH:35][C:36]([C:38]([F:41])([F:39])[F:40])=[CH:37][C:28]=2[S:27][C:26]=1[CH2:25][CH2:1][C:2]1[C:6]2[CH:7]=[C:8]([CH3:15])[C:9]([NH:11][C:12](=[O:14])[CH3:13])=[CH:10][C:5]=2[O:4][N:3]=1)([CH3:33])[CH3:32]. The yield is 0.500. (4) The reactants are [Si:1]([O:18][CH2:19][C:20]([C:23]1[CH:27]=[C:26]([NH:28][C:29]([NH:31][C@@H:32]2[C:41]3[C:36](=[CH:37][CH:38]=[CH:39][CH:40]=3)[C@H:35]([O:42][C:43]3[CH:44]=[CH:45][C:46]4[N:47]([C:49]([N:52]5[CH2:57][CH2:56][CH2:55][CH2:54][C@@H:53]5[CH3:58])=[N:50][N:51]=4)[CH:48]=3)[CH2:34][CH2:33]2)=[O:30])[N:25]([C:59]2[CH:64]=[CH:63][CH:62]=[C:61]([O:65][CH2:66][CH2:67][OH:68])[CH:60]=2)[N:24]=1)([CH3:22])[CH3:21])([C:14]([CH3:17])([CH3:16])[CH3:15])([C:8]1[CH:13]=[CH:12][CH:11]=[CH:10][CH:9]=1)[C:2]1[CH:7]=[CH:6][CH:5]=[CH:4][CH:3]=1.CCN(C(C)C)C(C)C.[CH3:78][S:79](Cl)(=[O:81])=[O:80]. The catalyst is C(Cl)Cl.C(=O)(O)[O-].[Na+]. The product is [CH3:78][S:79]([O:68][CH2:67][CH2:66][O:65][C:61]1[CH:62]=[CH:63][CH:64]=[C:59]([N:25]2[C:26]([NH:28][C:29](=[O:30])[NH:31][C@@H:32]3[C:41]4[C:36](=[CH:37][CH:38]=[CH:39][CH:40]=4)[C@H:35]([O:42][C:43]4[CH:44]=[CH:45][C:46]5[N:47]([C:49]([N:52]6[CH2:57][CH2:56][CH2:55][CH2:54][C@@H:53]6[CH3:58])=[N:50][N:51]=5)[CH:48]=4)[CH2:34][CH2:33]3)=[CH:27][C:23]([C:20]([CH3:21])([CH3:22])[CH2:19][O:18][Si:1]([C:14]([CH3:16])([CH3:15])[CH3:17])([C:8]3[CH:13]=[CH:12][CH:11]=[CH:10][CH:9]=3)[C:2]3[CH:3]=[CH:4][CH:5]=[CH:6][CH:7]=3)=[N:24]2)[CH:60]=1)(=[O:81])=[O:80]. The yield is 0.580. (5) The reactants are [NH:1]1[CH:5]=[C:4]([CH:6]=[O:7])[N:3]=[CH:2]1.[H-].[Na+].[CH3:10][CH2:11][CH2:12]Br.C1OCCOCCOCCOCCOCCOC1.[Cl-].[NH4+]. The catalyst is O1CCCC1. The product is [CH2:10]([N:1]1[CH:5]=[C:4]([CH:6]=[O:7])[N:3]=[CH:2]1)[CH2:11][CH3:12]. The yield is 0.470.